From a dataset of Peptide-MHC class II binding affinity with 134,281 pairs from IEDB. Regression. Given a peptide amino acid sequence and an MHC pseudo amino acid sequence, predict their binding affinity value. This is MHC class II binding data. (1) The peptide sequence is LGMNHVLQSIRRNYP. The MHC is DRB1_0301 with pseudo-sequence DRB1_0301. The binding affinity (normalized) is 0.728. (2) The peptide sequence is TEKGMKNVFDDVVPE. The MHC is HLA-DQA10501-DQB10301 with pseudo-sequence HLA-DQA10501-DQB10301. The binding affinity (normalized) is 0.146. (3) The peptide sequence is ERSLWIIFSKNLNIK. The MHC is HLA-DQA10401-DQB10402 with pseudo-sequence HLA-DQA10401-DQB10402. The binding affinity (normalized) is 0.0550. (4) The peptide sequence is EKKYFAATQFEPAAA. The MHC is HLA-DPA10201-DPB10101 with pseudo-sequence HLA-DPA10201-DPB10101. The binding affinity (normalized) is 0.957. (5) The peptide sequence is AFILDGDMLFPKV. The MHC is DRB3_0101 with pseudo-sequence DRB3_0101. The binding affinity (normalized) is 0.988. (6) The peptide sequence is DVKFPGGGQIVGGVY. The MHC is HLA-DQA10102-DQB10602 with pseudo-sequence HLA-DQA10102-DQB10602. The binding affinity (normalized) is 0.182. (7) The peptide sequence is YQRSEEEKFPYIMGD. The MHC is H-2-IAb with pseudo-sequence H-2-IAb. The binding affinity (normalized) is 0.0608. (8) The peptide sequence is NVTENFNMWKNNMVEQMH. The MHC is HLA-DQA10501-DQB10301 with pseudo-sequence HLA-DQA10501-DQB10301. The binding affinity (normalized) is 0.124.